From a dataset of Peptide-MHC class II binding affinity with 134,281 pairs from IEDB. Regression. Given a peptide amino acid sequence and an MHC pseudo amino acid sequence, predict their binding affinity value. This is MHC class II binding data. The peptide sequence is DDIKATYDKGILTVS. The MHC is DRB1_0802 with pseudo-sequence DRB1_0802. The binding affinity (normalized) is 0.191.